This data is from Forward reaction prediction with 1.9M reactions from USPTO patents (1976-2016). The task is: Predict the product of the given reaction. (1) Given the reactants [N+:1]([C:4]1[CH:5]=[C:6]2[CH:15]=[C:14]([N+:16]([O-])=O)[CH:13]=[C:12]3[C:7]2=[C:8]([CH:27]=1)[C:9](=[O:26])[N:10]([CH2:20][CH2:21][CH2:22][C:23]([OH:25])=[O:24])[C:11]3=[O:19])([O-])=O, predict the reaction product. The product is: [NH2:1][C:4]1[CH:5]=[C:6]2[CH:15]=[C:14]([NH2:16])[CH:13]=[C:12]3[C:7]2=[C:8]([CH:27]=1)[C:9](=[O:26])[N:10]([CH2:20][CH2:21][CH2:22][C:23]([OH:25])=[O:24])[C:11]3=[O:19]. (2) Given the reactants FC(F)(F)C(O)=O.[O:8]=[C:9]1[CH:13]=[CH:12][C:11](=[O:14])[N:10]1[CH2:15][CH2:16][CH2:17][C:18]([NH:20][NH2:21])=[O:19].[C:22]([C:25]1[CH:80]=[CH:79][C:28]([O:29][CH2:30][CH2:31][O:32][C:33]2[CH:34]=[C:35]([CH2:59][O:60][C:61]3[C:62]([O:77][CH3:78])=[CH:63][C:64]4[C:70](=[O:71])[N:69]5[CH2:72][CH2:73][CH2:74][CH2:75][C@@H:68]5[CH:67]=[N:66][C:65]=4[CH:76]=3)[CH:36]=[C:37]([CH2:39][O:40][C:41]3[C:42]([O:57][CH3:58])=[CH:43][C:44]4[C:50](=[O:51])[N:49]5[CH2:52][CH2:53][CH2:54][CH2:55][C@@H:48]5[CH:47]=[N:46][C:45]=4[CH:56]=3)[CH:38]=2)=[CH:27][CH:26]=1)(=O)[CH3:23].C(Cl)(=O)C, predict the reaction product. The product is: [CH3:78][O:77][C:62]1[C:61]([O:60][CH2:59][C:35]2[CH:34]=[C:33]([CH:38]=[C:37]([CH2:39][O:40][C:41]3[C:42]([O:57][CH3:58])=[CH:43][C:44]4[C:50](=[O:51])[N:49]5[CH2:52][CH2:53][CH2:54][CH2:55][C@H:48]5[CH:47]=[N:46][C:45]=4[CH:56]=3)[CH:36]=2)[O:32][CH2:31][CH2:30][O:29][C:28]2[CH:79]=[CH:80][C:25](/[C:22](=[N:21]/[NH:20][C:18](=[O:19])[CH2:17][CH2:16][CH2:15][N:10]3[C:9](=[O:8])[CH:13]=[CH:12][C:11]3=[O:14])/[CH3:23])=[CH:26][CH:27]=2)=[CH:76][C:65]2[N:66]=[CH:67][C@@H:68]3[CH2:75][CH2:74][CH2:73][CH2:72][N:69]3[C:70](=[O:71])[C:64]=2[CH:63]=1.